From a dataset of Merck oncology drug combination screen with 23,052 pairs across 39 cell lines. Regression. Given two drug SMILES strings and cell line genomic features, predict the synergy score measuring deviation from expected non-interaction effect. (1) Drug 1: C=CCn1c(=O)c2cnc(Nc3ccc(N4CCN(C)CC4)cc3)nc2n1-c1cccc(C(C)(C)O)n1. Drug 2: COC1=C2CC(C)CC(OC)C(O)C(C)C=C(C)C(OC(N)=O)C(OC)C=CC=C(C)C(=O)NC(=CC1=O)C2=O. Cell line: A2058. Synergy scores: synergy=8.14. (2) Drug 1: N#Cc1ccc(Cn2cncc2CN2CCN(c3cccc(Cl)c3)C(=O)C2)cc1. Drug 2: O=C(CCCCCCC(=O)Nc1ccccc1)NO. Cell line: RPMI7951. Synergy scores: synergy=6.58.